From a dataset of Catalyst prediction with 721,799 reactions and 888 catalyst types from USPTO. Predict which catalyst facilitates the given reaction. (1) Reactant: C(OC(=O)[NH:10][C:11]1[C:12]([C:28]([NH:30][C:31]2[CH:32]=[N:33][CH:34]=[CH:35][C:36]=2[N:37]2[CH2:42][C@H:41]([CH3:43])[C@@H:40]([O:44][Si:45]([C:48]([CH3:51])([CH3:50])[CH3:49])([CH3:47])[CH3:46])[C@H:39]([NH:52][C:53]([O:55][C:56]([CH3:59])([CH3:58])[CH3:57])=[O:54])[CH2:38]2)=[O:29])=[N:13][C:14]2[C:19]([CH:20]=1)=[CH:18][CH:17]=[C:16]([C:21]1[CH2:22][CH2:23][N:24]([CH3:27])[CH2:25][CH:26]=1)[CH:15]=2)C1C=CC=CC=1.[H][H]. Product: [NH2:10][C:11]1[C:12]([C:28]([NH:30][C:31]2[CH:32]=[N:33][CH:34]=[CH:35][C:36]=2[N:37]2[CH2:42][C@H:41]([CH3:43])[C@@H:40]([O:44][Si:45]([C:48]([CH3:51])([CH3:49])[CH3:50])([CH3:47])[CH3:46])[C@H:39]([NH:52][C:53](=[O:54])[O:55][C:56]([CH3:59])([CH3:58])[CH3:57])[CH2:38]2)=[O:29])=[N:13][C:14]2[C:19]([CH:20]=1)=[CH:18][CH:17]=[C:16]([CH:21]1[CH2:26][CH2:25][N:24]([CH3:27])[CH2:23][CH2:22]1)[CH:15]=2. The catalyst class is: 19. (2) Reactant: [N:1]1[CH:6]=[CH:5][CH:4]=[CH:3][C:2]=1[C:7]1[N:11]=[C:10]([CH2:12][C:13]([O-:15])=O)[O:9][N:8]=1.[Li+].[Cl:17][C:18]1[CH:19]=[C:20]([CH:29]=[CH:30][C:31]=1[Cl:32])[CH2:21][N:22]1[CH2:27][CH2:26][CH:25]([NH2:28])[CH2:24][CH2:23]1.C1CN([P+](Br)(N2CCCC2)N2CCCC2)CC1.F[P-](F)(F)(F)(F)F.C(N(CC)C(C)C)(C)C.[OH-].[Na+]. Product: [Cl:17][C:18]1[CH:19]=[C:20]([CH:29]=[CH:30][C:31]=1[Cl:32])[CH2:21][N:22]1[CH2:23][CH2:24][CH:25]([NH:28][C:13](=[O:15])[CH2:12][C:10]2[O:9][N:8]=[C:7]([C:2]3[CH:3]=[CH:4][CH:5]=[CH:6][N:1]=3)[N:11]=2)[CH2:26][CH2:27]1. The catalyst class is: 35. (3) Reactant: F[C:2]1[CH:12]=[C:11]([NH:13][C:14]2[N:19]=[C:18]([C:20]3[N:21]([CH:26]([CH3:28])[CH3:27])[C:22]([CH3:25])=[N:23][CH:24]=3)[C:17]([F:29])=[CH:16][N:15]=2)[CH:10]=[CH:9][C:3]=1[C:4]([N:6](C)C)=[O:5].CCO.O.[OH-].[K+]. Product: [F:29][C:17]1[C:18]([C:20]2[N:21]([CH:26]([CH3:28])[CH3:27])[C:22]([CH3:25])=[N:23][CH:24]=2)=[N:19][C:14]([NH:13][C:11]2[CH:12]=[CH:2][C:3]([C:4]([NH2:6])=[O:5])=[CH:9][CH:10]=2)=[N:15][CH:16]=1. The catalyst class is: 876. (4) Reactant: [Br:1][C:2]1[CH:3]=[CH:4][C:5]2[S:9][C:8](=[O:10])[NH:7][C:6]=2[CH:11]=1.C(=O)([O-])[O-].[K+].[K+].Br[CH2:19][CH2:20][OH:21].Cl. Product: [Br:1][C:2]1[CH:3]=[CH:4][C:5]2[S:9][C:8](=[O:10])[N:7]([CH2:19][CH2:20][OH:21])[C:6]=2[CH:11]=1. The catalyst class is: 3. (5) The catalyst class is: 3. Reactant: [C:1]([C:4]1[CH:9]=[N:8][N:7]2[CH:10]=[C:11]([C:13]3[CH:14]=[CH:15][C:16]([C:19]([OH:21])=O)=[N:17][CH:18]=3)[CH:12]=[C:6]2[C:5]=1[NH:22][C@H:23]1[C@@H:27]([CH3:28])[CH2:26][N:25]([C:29]([C:31]2([C:34]#[N:35])[CH2:33][CH2:32]2)=[O:30])[CH2:24]1)(=[O:3])[NH2:2].C[CH2:37][N:38](C(C)C)[CH:39](C)C.F[P-](F)(F)(F)(F)F.N1(O[P+](N(C)C)(N(C)C)N(C)C)C2C=CC=CC=2N=N1.CNC.C1COCC1. Product: [C:34]([C:31]1([C:29]([N:25]2[CH2:26][C@H:27]([CH3:28])[C@H:23]([NH:22][C:5]3[C:6]4[N:7]([CH:10]=[C:11]([C:13]5[CH:18]=[N:17][C:16]([C:19](=[O:21])[N:38]([CH3:39])[CH3:37])=[CH:15][CH:14]=5)[CH:12]=4)[N:8]=[CH:9][C:4]=3[C:1]([NH2:2])=[O:3])[CH2:24]2)=[O:30])[CH2:32][CH2:33]1)#[N:35].